The task is: Predict the reaction yield, written as a fraction of the theoretical maximum amount of product (1.0 means a 100% yield; for example, 0.34 means a 34% yield).. This data is from Reaction yield outcomes from USPTO patents with 853,638 reactions. The reactants are [Cl:1][C:2]1[CH:3]=[C:4]([CH2:19][C:20]([O:22]C)=[O:21])[CH:5]=[CH:6][C:7]=1[NH:8][C:9]([NH:11][C:12]1[CH:17]=[CH:16][CH:15]=[CH:14][C:13]=1[Cl:18])=[O:10]. The catalyst is [OH-].[Na+]. The product is [Cl:1][C:2]1[CH:3]=[C:4]([CH2:19][C:20]([OH:22])=[O:21])[CH:5]=[CH:6][C:7]=1[NH:8][C:9]([NH:11][C:12]1[CH:17]=[CH:16][CH:15]=[CH:14][C:13]=1[Cl:18])=[O:10]. The yield is 0.860.